From a dataset of Forward reaction prediction with 1.9M reactions from USPTO patents (1976-2016). Predict the product of the given reaction. (1) Given the reactants [Br:1][C:2]1[CH:3]=[C:4]([CH2:9][O:10][Si:11]([CH:18]([CH3:20])[CH3:19])([CH:15]([CH3:17])[CH3:16])[CH:12]([CH3:14])[CH3:13])[C:5]([NH2:8])=[N:6][CH:7]=1.C[N:22]([CH:24](OC)OC)C.Cl.N[OH:31], predict the reaction product. The product is: [Br:1][C:2]1[CH:3]=[C:4]([CH2:9][O:10][Si:11]([CH:15]([CH3:17])[CH3:16])([CH:18]([CH3:20])[CH3:19])[CH:12]([CH3:13])[CH3:14])[C:5]([NH:8][CH:24]=[N:22][OH:31])=[N:6][CH:7]=1. (2) Given the reactants Cl.[C:2]1([C:26]2[CH:31]=[CH:30][CH:29]=[CH:28][CH:27]=2)[CH:7]=[CH:6][C:5]([CH2:8][CH2:9][C@@:10]([CH3:25])([S:21]([CH3:24])(=[O:23])=[O:22])[C:11]([NH:13][O:14]C2CCCCO2)=[O:12])=[CH:4][CH:3]=1, predict the reaction product. The product is: [C:2]1([C:26]2[CH:27]=[CH:28][CH:29]=[CH:30][CH:31]=2)[CH:3]=[CH:4][C:5]([CH2:8][CH2:9][C@@:10]([CH3:25])([S:21]([CH3:24])(=[O:23])=[O:22])[C:11]([NH:13][OH:14])=[O:12])=[CH:6][CH:7]=1. (3) Given the reactants [CH2:1]1[C:4]2([CH2:9][CH2:8][NH:7][CH2:6][CH2:5]2)[CH2:3][CH:2]1[CH2:10][NH:11][C:12]([C:14]1[C:15]([NH:26][CH2:27][C:28]2[CH:33]=[CH:32][C:31]([O:34][CH3:35])=[C:30]([Cl:36])[CH:29]=2)=[N:16][C:17]([N:20]2[CH2:25][CH:24]3[CH:22]([CH2:23]3)[CH2:21]2)=[N:18][CH:19]=1)=[O:13].[CH2:37]=O.[BH4-].[Na+], predict the reaction product. The product is: [CH:22]12[CH2:23][CH:24]1[CH2:25][N:20]([C:17]1[N:16]=[C:15]([NH:26][CH2:27][C:28]3[CH:33]=[CH:32][C:31]([O:34][CH3:35])=[C:30]([Cl:36])[CH:29]=3)[C:14]([C:12]([NH:11][CH2:10][CH:2]3[CH2:3][C:4]4([CH2:5][CH2:6][N:7]([CH3:37])[CH2:8][CH2:9]4)[CH2:1]3)=[O:13])=[CH:19][N:18]=1)[CH2:21]2. (4) Given the reactants [H-].[Na+].Cl[CH2:4][C:5]1[CH:10]=[CH:9][C:8]([C@H:11]2[C@H:16]([O:17][Si:18]([CH:25]([CH3:27])[CH3:26])([CH:22]([CH3:24])[CH3:23])[CH:19]([CH3:21])[CH3:20])[CH2:15][NH:14][CH2:13][C@@H:12]2[O:28][CH:29]([C:40]2[CH:41]=[CH:42][C:43]3[O:48][CH2:47][CH2:46][N:45]([CH2:49][CH2:50][CH2:51][O:52][CH3:53])[C:44]=3[CH:54]=2)[S:30]([C:33]2[CH:38]=[CH:37][C:36]([CH3:39])=[CH:35][CH:34]=2)(=[O:32])=[O:31])=[CH:7][CH:6]=1.[CH2:55]([O:57][CH2:58][C@H:59]([CH3:62])[CH2:60][OH:61])[CH3:56].C(=O)(O)[O-].[Na+], predict the reaction product. The product is: [CH2:55]([O:57][CH2:58][C@H:59]([CH3:62])[CH2:60][O:61][CH2:4][C:5]1[CH:10]=[CH:9][C:8]([C@H:11]2[C@H:16]([O:17][Si:18]([CH:25]([CH3:27])[CH3:26])([CH:22]([CH3:24])[CH3:23])[CH:19]([CH3:21])[CH3:20])[CH2:15][NH:14][CH2:13][C@@H:12]2[O:28][CH:29]([C:40]2[CH:41]=[CH:42][C:43]3[O:48][CH2:47][CH2:46][N:45]([CH2:49][CH2:50][CH2:51][O:52][CH3:53])[C:44]=3[CH:54]=2)[S:30]([C:33]2[CH:38]=[CH:37][C:36]([CH3:39])=[CH:35][CH:34]=2)(=[O:32])=[O:31])=[CH:7][CH:6]=1)[CH3:56]. (5) Given the reactants FC(F)(F)C(O)=O.ClC1C=CC([CH:15]2[NH:19][C:18]([C:20]3[CH:25]=[CH:24]C(OC)=CC=3OCC)=NC2C)=CC=1.[Cl:32][C:33]1[CH:38]=[CH:37][C:36]([CH:39]2[N:43]([C:44]([N:46]3[CH2:51][CH2:50]N(C)[CH2:48][CH2:47]3)=[O:45])[C:42]([C:53]3[CH:58]=[CH:57][C:56]([O:59][CH3:60])=[CH:55][C:54]=3[O:61][CH2:62][CH3:63])=[N:41][CH:40]2[CH2:64]C2CCCC2)=[CH:35][CH:34]=1, predict the reaction product. The product is: [Cl:32][C:33]1[CH:34]=[CH:35][C:36]([CH:39]2[N:43]([C:44]([N:46]3[CH2:47][CH2:48][CH:15]([N:19]4[CH2:18][CH2:20][CH2:25][CH2:24]4)[CH2:50][CH2:51]3)=[O:45])[C:42]([C:53]3[CH:58]=[CH:57][C:56]([O:59][CH3:60])=[CH:55][C:54]=3[O:61][CH2:62][CH3:63])=[N:41][CH:40]2[CH3:64])=[CH:37][CH:38]=1. (6) Given the reactants C(C1C=CC=C(C(C)C)C=1N1[C:22](=[O:23])[C:21]2[CH:24]=[C:25]([O:34][C:35]3[CH:40]=[CH:39][CH:38]=[CH:37][CH:36]=3)[C:26]3[O:27][C:28]4[C:33]([C:18]5[C:19]=3[C:20]=2C(=[CH:16][C:17]=5[O:41][C:42]2[CH:47]=[CH:46][CH:45]=[CH:44][CH:43]=2)C1=O)=[CH:32][CH:31]=[CH:30][CH:29]=4)(C)C.[OH-].[K+].[CH3:51][C:52]([OH:54])=[O:53].Cl, predict the reaction product. The product is: [O:34]([C:25]1[CH:24]=[C:21]2[C:22](=[O:23])[O:53][C:52](=[O:54])[C:51]3[CH:16]=[C:17]([O:41][C:42]4[CH:43]=[CH:44][CH:45]=[CH:46][CH:47]=4)[C:18]4[C:33]5[C:28]([O:27][C:26]=1[C:19]=4[C:20]2=3)=[CH:29][CH:30]=[CH:31][CH:32]=5)[C:35]1[CH:36]=[CH:37][CH:38]=[CH:39][CH:40]=1. (7) Given the reactants Br[C:2]([C:4]([F:7])([F:6])[F:5])=[CH2:3].[N+:8](=[CH:10][C:11]([O:13][CH2:14][CH3:15])=[O:12])=[N-:9], predict the reaction product. The product is: [CH2:14]([O:13][C:11]([C:10]1[CH:3]=[C:2]([C:4]([F:7])([F:6])[F:5])[NH:9][N:8]=1)=[O:12])[CH3:15].